Dataset: Catalyst prediction with 721,799 reactions and 888 catalyst types from USPTO. Task: Predict which catalyst facilitates the given reaction. (1) Reactant: [F:1][C:2]1[CH:7]=[CH:6][C:5]2[C:8]3[C:14]([N:15]4[CH2:20][CH2:19][N:18]([CH3:21])[CH2:17][CH2:16]4)=[N:13][C:12]4[CH:22]=[CH:23][C:24]([CH3:26])=[CH:25][C:11]=4[NH:10][C:9]=3[S:27][C:4]=2[CH:3]=1.[Cl:28]N1C(=O)CCC1=O. Product: [Cl:28][CH2:26][C:24]1[CH:23]=[CH:22][C:12]2[N:13]=[C:14]([N:15]3[CH2:20][CH2:19][N:18]([CH3:21])[CH2:17][CH2:16]3)[C:8]3[C:5]4[CH:6]=[CH:7][C:2]([F:1])=[CH:3][C:4]=4[S:27][C:9]=3[NH:10][C:11]=2[CH:25]=1. The catalyst class is: 53. (2) Reactant: [N:1]([CH:4]([C:6]1[CH:7]=[C:8]2[N:13]([C:14]=1[C:15]#[C:16][CH2:17][O:18][Si:19]([CH:26]([CH3:28])[CH3:27])([CH:23]([CH3:25])[CH3:24])[CH:20]([CH3:22])[CH3:21])[CH:12]=[CH:11][CH:10]=[CH:9]2)[CH3:5])=[N+]=[N-]. Product: [CH3:25][CH:23]([Si:19]([CH:20]([CH3:22])[CH3:21])([CH:26]([CH3:28])[CH3:27])[O:18][CH2:17][C:16]#[C:15][C:14]1[N:13]2[C:8]([CH:9]=[CH:10][CH:11]=[CH:12]2)=[CH:7][C:6]=1[CH:4]([NH2:1])[CH3:5])[CH3:24]. The catalyst class is: 6. (3) Reactant: COC1C=C(OC)C=CC=1C[N:6]1[C:11]([C:12]2[S:13][C:14]([N:17]([CH3:19])[CH3:18])=[CH:15][CH:16]=2)=[C:10]([CH2:20][CH3:21])[CH:9]=[C:8]([C:22]([O:24][CH3:25])=[O:23])[C:7]1=[O:26].C1(OC)C=CC=CC=1.C(O)(C(F)(F)F)=O. Product: [CH3:18][N:17]([CH3:19])[C:14]1[S:13][C:12]([C:11]2[NH:6][C:7](=[O:26])[C:8]([C:22]([O:24][CH3:25])=[O:23])=[CH:9][C:10]=2[CH2:20][CH3:21])=[CH:16][CH:15]=1. The catalyst class is: 2. (4) Reactant: [CH3:1][C:2]1[CH:6]=[C:5]([CH2:7][C:8]([O:10][CH3:11])=[O:9])[O:4][N:3]=1.[I:12]N1C(=O)CCC1=O. Product: [I:12][C:6]1[C:2]([CH3:1])=[N:3][O:4][C:5]=1[CH2:7][C:8]([O:10][CH3:11])=[O:9]. The catalyst class is: 55. (5) Product: [N:23]1[CH:22]=[C:27]([C:28]([NH:29][C:31]2([C:18]([O:20][CH2:37][CH3:38])=[O:19])[CH2:4][CH2:5][CH2:6]2)=[O:11])[CH:26]=[N:25][CH:24]=1. The catalyst class is: 3. Reactant: C1C=C[C:4]2N(O)N=N[C:5]=2[CH:6]=1.[OH2:11].N1C=C([C:18]([OH:20])=[O:19])C=NC=1.C[CH2:22][N:23]=[C:24]=[N:25][CH2:26][CH2:27][CH2:28][N:29]([CH3:31])C.C(N([CH2:37][CH3:38])CC)C. (6) Reactant: Cl[C:2]1[N:7]=[C:6]([O:8][C:9]2[CH:14]=[CH:13][C:12]([N+:15]([O-:17])=[O:16])=[CH:11][CH:10]=2)[C:5]([C:18]([F:21])([F:20])[F:19])=[CH:4][N:3]=1.[CH2:22]([O:29][C:30](=[O:40])[C:31]1[CH:36]=[CH:35][C:34]([NH2:37])=[C:33]([O:38][CH3:39])[CH:32]=1)[C:23]1[CH:28]=[CH:27][CH:26]=[CH:25][CH:24]=1.C[Si](Cl)(C)C. Product: [CH2:22]([O:29][C:30](=[O:40])[C:31]1[CH:36]=[CH:35][C:34]([NH:37][C:2]2[N:7]=[C:6]([O:8][C:9]3[CH:14]=[CH:13][C:12]([N+:15]([O-:17])=[O:16])=[CH:11][CH:10]=3)[C:5]([C:18]([F:21])([F:20])[F:19])=[CH:4][N:3]=2)=[C:33]([O:38][CH3:39])[CH:32]=1)[C:23]1[CH:24]=[CH:25][CH:26]=[CH:27][CH:28]=1. The catalyst class is: 41. (7) Reactant: [Cl-].O[NH3+:3].[C:4](=[O:7])([O-])[OH:5].[Na+].CS(C)=O.[OH:13][CH:14]([CH3:51])[CH2:15][O:16][C:17]1[CH:22]=[CH:21][C:20]([N:23]2[C:28](=[O:29])[C:27]([CH2:30][C:31]3[CH:36]=[CH:35][C:34]([C:37]4[C:38]([C:43]#[N:44])=[CH:39][CH:40]=[CH:41][CH:42]=4)=[CH:33][CH:32]=3)=[C:26]([CH2:45][CH2:46][CH3:47])[N:25]3[N:48]=[CH:49][CH:50]=[C:24]23)=[CH:19][CH:18]=1. Product: [OH:13][CH:14]([CH3:51])[CH2:15][O:16][C:17]1[CH:18]=[CH:19][C:20]([N:23]2[C:28](=[O:29])[C:27]([CH2:30][C:31]3[CH:36]=[CH:35][C:34]([C:37]4[CH:42]=[CH:41][CH:40]=[CH:39][C:38]=4[C:43]4[NH:3][C:4](=[O:7])[O:5][N:44]=4)=[CH:33][CH:32]=3)=[C:26]([CH2:45][CH2:46][CH3:47])[N:25]3[N:48]=[CH:49][CH:50]=[C:24]23)=[CH:21][CH:22]=1. The catalyst class is: 13.